This data is from Forward reaction prediction with 1.9M reactions from USPTO patents (1976-2016). The task is: Predict the product of the given reaction. Given the reactants [C:1]([C:3]1([NH:6][C:7]([CH:9]2[CH2:13][CH2:12][CH:11]([S:14]([C:17]3[CH:22]=[CH:21][C:20](F)=[CH:19][C:18]=3[Cl:24])(=[O:16])=[O:15])[CH2:10]2)=[O:8])[CH2:5][CH2:4]1)#[N:2].[CH2:25]1[C:28]2([CH2:31][NH:30][CH2:29]2)[CH2:27][O:26]1.C(O)(=O)C(O)=O, predict the reaction product. The product is: [C:1]([C:3]1([NH:6][C:7]([C@@H:9]2[CH2:13][CH2:12][C@@H:11]([S:14]([C:17]3[CH:22]=[CH:21][C:20]([N:30]4[CH2:31][C:28]5([CH2:25][O:26][CH2:27]5)[CH2:29]4)=[CH:19][C:18]=3[Cl:24])(=[O:16])=[O:15])[CH2:10]2)=[O:8])[CH2:5][CH2:4]1)#[N:2].